This data is from Forward reaction prediction with 1.9M reactions from USPTO patents (1976-2016). The task is: Predict the product of the given reaction. (1) Given the reactants [CH3:1][C:2]1[S:3][C:4]2[CH:10]=[CH:9][CH:8]=[CH:7][C:5]=2[N:6]=1.[Li]CCCC.[CH:16]12[O:21][CH:20]1[CH2:19][O:18][CH2:17]2.B(F)(F)F.CCOCC, predict the reaction product. The product is: [S:3]1[C:4]2[CH:10]=[CH:9][CH:8]=[CH:7][C:5]=2[N:6]=[C:2]1[CH2:1][C@@H:20]1[CH2:19][O:18][CH2:17][C@H:16]1[OH:21]. (2) The product is: [O:45]1[C:21]2[CH:20]=[CH:19][CH:18]=[CH:17][C:16]=2[N:15]=[C:14]1[NH:13][C@@H:9]1[CH2:10][CH2:11][CH2:12][C@@H:8]1[NH:7][C:5](=[O:6])[C:4]1[C:24]([O:28][CH3:29])=[CH:25][CH:26]=[CH:27][C:3]=1[O:2][CH3:1]. Given the reactants [CH3:1][O:2][C:3]1[CH:27]=[CH:26][CH:25]=[C:24]([O:28][CH3:29])[C:4]=1[C:5]([NH:7][C@H:8]1[CH2:12][CH2:11][CH2:10][C@H:9]1[NH:13][C:14]1C=N[C:21]2[C:16](=[CH:17][CH:18]=[CH:19][CH:20]=2)[N:15]=1)=[O:6].Cl.N[C@@H]1CCC[C@@H]1NC(=O)C1C([O:45]C)=CC=CC=1OC.ClC1OC2C=CC=CC=2N=1, predict the reaction product. (3) Given the reactants [CH3:1][C:2]1[CH2:3][C:4]2[C:9]([CH:10]=1)=[CH:8][CH:7]=[CH:6][CH:5]=2.[CH2:11]([Li])[CH2:12][CH2:13][CH3:14].[Cl-:16].[Cl-].[Cl-].[Cl-].[Zr+4:20].[CH3:21][CH2:22][CH2:23][CH2:24][CH2:25][CH3:26], predict the reaction product. The product is: [Cl-:16].[Cl-:16].[CH3:14][C:13]1[CH:21]([Zr+2:20][CH:3]2[C:4]3[C:9](=[CH:8][CH:7]=[CH:6][CH:5]=3)[CH:10]=[C:2]2[CH3:1])[C:22]2[C:11]([CH:12]=1)=[CH:26][CH:25]=[CH:24][CH:23]=2. (4) The product is: [Cl:1][C:2]1[CH:7]=[C:6]([Cl:8])[CH:5]=[CH:4][C:3]=1[N:9]1[C:10]2=[N:11][C:12]3[CH:23]=[CH:22][CH:21]=[C:20]([N:24]([CH2:27][CH3:28])[CH2:25][CH3:26])[C:13]=3[N:14]2[CH2:15][CH2:16][C:17]1=[O:18]. Given the reactants [Cl:1][C:2]1[CH:7]=[C:6]([Cl:8])[CH:5]=[CH:4][C:3]=1[NH:9][C:10]1[N:14]([CH2:15][CH2:16][C:17](O)=[O:18])[C:13]2[C:20]([N:24]([CH2:27][CH3:28])[CH2:25][CH3:26])=[CH:21][CH:22]=[CH:23][C:12]=2[N:11]=1.Cl.C(N=C=NCCCN(C)C)C.C(N(CC)CC)C.CN(C)C=O, predict the reaction product. (5) Given the reactants Br[C:2]1[CH:3]=[C:4]([N:9]([CH3:17])[CH:10]2[CH2:15][CH2:14][N:13]([CH3:16])[CH2:12][CH2:11]2)[CH:5]=[C:6]([F:8])[CH:7]=1.C1C=CC(P(C2C(C3C(P(C4C=CC=CC=4)C4C=CC=CC=4)=CC=C4C=3C=CC=C4)=C3C(C=CC=C3)=CC=2)C2C=CC=CC=2)=CC=1.C(=[NH:77])(C1C=CC=CC=1)C1C=CC=CC=1.CC(C)([O-])C.[Na+].Cl, predict the reaction product. The product is: [F:8][C:6]1[CH:7]=[C:2]([NH2:77])[CH:3]=[C:4]([N:9]([CH3:17])[CH:10]2[CH2:15][CH2:14][N:13]([CH3:16])[CH2:12][CH2:11]2)[CH:5]=1. (6) Given the reactants N[C:2]1[CH:3]=[CH:4][C:5]([N+:10]([O-:12])=[O:11])=[C:6]([CH2:8][CH3:9])[CH:7]=1.N([O-])=O.[Na+].NC(N)=O.[I-:21].[K+], predict the reaction product. The product is: [CH2:8]([C:6]1[CH:7]=[C:2]([I:21])[CH:3]=[CH:4][C:5]=1[N+:10]([O-:12])=[O:11])[CH3:9]. (7) Given the reactants [NH:1]1[CH2:6][CH2:5][CH:4]([O:7][C@@H:8]2[CH2:13][CH2:12][C@H:11]([C:14]([O:16][CH2:17][CH3:18])=[O:15])[CH2:10][CH2:9]2)[CH2:3][CH2:2]1.F[C:20]1[N:25]=[CH:24][C:23]([C:26]2[NH:30][C:29]3[CH:31]=[CH:32][C:33]([C:35]([F:38])([F:37])[F:36])=[CH:34][C:28]=3[N:27]=2)=[CH:22][CH:21]=1.C(=O)(O)[O-].[Na+].O, predict the reaction product. The product is: [F:37][C:35]([F:36])([F:38])[C:33]1[CH:32]=[CH:31][C:29]2[NH:30][C:26]([C:23]3[CH:22]=[CH:21][C:20]([N:1]4[CH2:2][CH2:3][CH:4]([O:7][C@@H:8]5[CH2:13][CH2:12][C@H:11]([C:14]([O:16][CH2:17][CH3:18])=[O:15])[CH2:10][CH2:9]5)[CH2:5][CH2:6]4)=[N:25][CH:24]=3)=[N:27][C:28]=2[CH:34]=1.